Dataset: NCI-60 drug combinations with 297,098 pairs across 59 cell lines. Task: Regression. Given two drug SMILES strings and cell line genomic features, predict the synergy score measuring deviation from expected non-interaction effect. Drug 1: C1CCC(C1)C(CC#N)N2C=C(C=N2)C3=C4C=CNC4=NC=N3. Drug 2: CC1=C(C(=CC=C1)Cl)NC(=O)C2=CN=C(S2)NC3=CC(=NC(=N3)C)N4CCN(CC4)CCO. Cell line: MCF7. Synergy scores: CSS=7.23, Synergy_ZIP=-0.687, Synergy_Bliss=2.43, Synergy_Loewe=1.16, Synergy_HSA=1.61.